From a dataset of Peptide-MHC class I binding affinity with 185,985 pairs from IEDB/IMGT. Regression. Given a peptide amino acid sequence and an MHC pseudo amino acid sequence, predict their binding affinity value. This is MHC class I binding data. (1) The peptide sequence is APEEKYLSM. The MHC is HLA-B15:01 with pseudo-sequence HLA-B15:01. The binding affinity (normalized) is 0.0847. (2) The peptide sequence is RVKQHMASM. The MHC is HLA-C14:02 with pseudo-sequence HLA-C14:02. The binding affinity (normalized) is 0.356. (3) The peptide sequence is FLNISWFYI. The MHC is HLA-A02:01 with pseudo-sequence HLA-A02:01. The binding affinity (normalized) is 0.834. (4) The binding affinity (normalized) is 0. The peptide sequence is GMFTNRYGSQ. The MHC is HLA-A01:01 with pseudo-sequence HLA-A01:01.